From a dataset of Forward reaction prediction with 1.9M reactions from USPTO patents (1976-2016). Predict the product of the given reaction. (1) Given the reactants [F:1][C:2]([F:36])([F:35])[C:3]1[CH:4]=[C:5]([CH:28]=[C:29]([C:31]([F:34])([F:33])[F:32])[CH:30]=1)[CH2:6][N:7]1[CH2:14][CH2:13][CH2:12][O:11][C:10]2[N:15]=[C:16](Cl)[CH:17]=[C:18]([C:19]3[CH:24]=[CH:23][C:22]([F:25])=[CH:21][CH:20]=3)[C:9]=2[C:8]1=[O:27].[O:37]=[C:38]1[CH2:42][CH2:41][CH2:40][N:39]1[CH:43]1[CH2:48][CH2:47][NH:46][CH2:45][CH2:44]1, predict the reaction product. The product is: [F:1][C:2]([F:36])([F:35])[C:3]1[CH:4]=[C:5]([CH:28]=[C:29]([C:31]([F:34])([F:33])[F:32])[CH:30]=1)[CH2:6][N:7]1[CH2:14][CH2:13][CH2:12][O:11][C:10]2[N:15]=[C:16]([N:46]3[CH2:45][CH2:44][CH:43]([N:39]4[CH2:40][CH2:41][CH2:42][C:38]4=[O:37])[CH2:48][CH2:47]3)[CH:17]=[C:18]([C:19]3[CH:24]=[CH:23][C:22]([F:25])=[CH:21][CH:20]=3)[C:9]=2[C:8]1=[O:27]. (2) Given the reactants [Cl:1][C:2]1[CH:3]=[C:4]([NH:16][C:17]2[C:26]3[C:25]([OH:27])=[CH:24][CH:23]=[CH:22][C:21]=3[N:20]=[CH:19][N:18]=2)[CH:5]=[CH:6][C:7]=1[O:8][CH2:9][C:10]1[CH:15]=[CH:14][CH:13]=[CH:12][N:11]=1.O[C@H:29]1[CH2:34][CH2:33][O:32][C:30]1=[O:31].[NH:35]1[CH2:40][CH2:39][O:38][CH2:37][CH2:36]1, predict the reaction product. The product is: [Cl:1][C:2]1[CH:3]=[C:4]([NH:16][C:17]2[C:26]3[C:21](=[CH:22][CH:23]=[CH:24][C:25]=3[O:27][C@@H:29]([C:30]([N:35]3[CH2:40][CH2:39][O:38][CH2:37][CH2:36]3)=[O:31])[CH2:34][CH2:33][OH:32])[N:20]=[CH:19][N:18]=2)[CH:5]=[CH:6][C:7]=1[O:8][CH2:9][C:10]1[CH:15]=[CH:14][CH:13]=[CH:12][N:11]=1. (3) Given the reactants [C:1]([O:5][C:6](=[O:18])[NH:7][C:8]1[CH:13]=[CH:12][C:11](I)=[CH:10][C:9]=1[N+:15]([O-:17])=[O:16])([CH3:4])([CH3:3])[CH3:2].[O:19]1[CH:23]=[CH:22][CH:21]=[C:20]1B(O)O, predict the reaction product. The product is: [C:1]([O:5][C:6](=[O:18])[NH:7][C:8]1[CH:13]=[CH:12][C:11]([C:20]2[O:19][CH:23]=[CH:22][CH:21]=2)=[CH:10][C:9]=1[N+:15]([O-:17])=[O:16])([CH3:4])([CH3:3])[CH3:2]. (4) The product is: [CH3:1][C:2]1([CH3:19])[C:6]([C:7]2[C:8]([O:18][S:27]([C:30]([F:33])([F:32])[F:31])(=[O:29])=[O:28])=[CH:9][C:10]([F:17])=[C:11]([CH:16]=2)[C:12]([O:14][CH3:15])=[O:13])=[CH:5][CH2:4][CH2:3]1. Given the reactants [CH3:1][C:2]1([CH3:19])[C:6]([C:7]2[C:8]([OH:18])=[CH:9][C:10]([F:17])=[C:11]([CH:16]=2)[C:12]([O:14][CH3:15])=[O:13])=[CH:5][CH2:4][CH2:3]1.C1C=CC(N([S:27]([C:30]([F:33])([F:32])[F:31])(=[O:29])=[O:28])[S:27]([C:30]([F:33])([F:32])[F:31])(=[O:29])=[O:28])=CC=1, predict the reaction product. (5) Given the reactants [CH:1]([C:4]1[CH:5]=[CH:6][C:7]([NH:12][C:13]2[CH:18]=[CH:17][CH:16]=[CH:15][C:14]=2[N+:19]([O-])=O)=[C:8]([CH:11]=1)[C:9]#[N:10])([CH3:3])[CH3:2].[Sn](Cl)[Cl:23], predict the reaction product. The product is: [ClH:23].[CH:1]([C:4]1[CH:5]=[CH:6][C:7]2[NH:12][C:13]3[CH:18]=[CH:17][CH:16]=[CH:15][C:14]=3[N:19]=[C:9]([NH2:10])[C:8]=2[CH:11]=1)([CH3:3])[CH3:2].